Dataset: Peptide-MHC class I binding affinity with 185,985 pairs from IEDB/IMGT. Task: Regression. Given a peptide amino acid sequence and an MHC pseudo amino acid sequence, predict their binding affinity value. This is MHC class I binding data. The peptide sequence is TFHQTLQDPR. The MHC is HLA-A11:01 with pseudo-sequence HLA-A11:01. The binding affinity (normalized) is 0.